The task is: Predict the product of the given reaction.. This data is from Forward reaction prediction with 1.9M reactions from USPTO patents (1976-2016). (1) The product is: [ClH:16].[Cl:16][C:17]1[CH:22]=[CH:21][C:20]([CH2:23][CH2:24][NH2:25])=[CH:19][C:18]=1[C:26]([F:27])([F:28])[F:29]. Given the reactants Cl.FC1C=C(CCN)C=CC=1C(F)(F)F.[Cl:16][C:17]1[CH:22]=[CH:21][C:20]([CH2:23][C:24]#[N:25])=[CH:19][C:18]=1[C:26]([F:29])([F:28])[F:27].C1COCC1, predict the reaction product. (2) The product is: [CH2:1]([N:3]([CH:27]1[CH2:32][CH2:31][O:30][CH2:29][CH2:28]1)[C:4]1[C:5]([CH3:26])=[C:6]([C:23]([NH:43][CH2:42][C:36]2[C:37]([CH3:41])=[N:38][N:39]([CH3:40])[C:35]=2[O:34][CH3:33])=[O:25])[CH:7]=[C:8]([C:10]2[CH:15]=[CH:14][C:13]([CH2:16][N:17]3[CH2:18][CH2:19][O:20][CH2:21][CH2:22]3)=[CH:12][CH:11]=2)[CH:9]=1)[CH3:2]. Given the reactants [CH2:1]([N:3]([CH:27]1[CH2:32][CH2:31][O:30][CH2:29][CH2:28]1)[C:4]1[C:5]([CH3:26])=[C:6]([C:23]([OH:25])=O)[CH:7]=[C:8]([C:10]2[CH:15]=[CH:14][C:13]([CH2:16][N:17]3[CH2:22][CH2:21][O:20][CH2:19][CH2:18]3)=[CH:12][CH:11]=2)[CH:9]=1)[CH3:2].[CH3:33][O:34][C:35]1[N:39]([CH3:40])[N:38]=[C:37]([CH3:41])[C:36]=1[CH2:42][NH2:43].C(N(CC)CC)C.C1CN([P+](ON2N=NC3C=CC=CC2=3)(N2CCCC2)N2CCCC2)CC1.F[P-](F)(F)(F)(F)F, predict the reaction product. (3) Given the reactants Br[CH:2]([C:16]1[CH:21]=[CH:20][C:19]([Cl:22])=[CH:18][CH:17]=1)[C:3]([C:5]1[CH:6]=[CH:7][C:8]2[O:13][CH2:12][C:11](=[O:14])[NH:10][C:9]=2[CH:15]=1)=O.[NH2:23][C:24]1[CH:29]=[CH:28][CH:27]=[CH:26][C:25]=1[SH:30].C(O)C, predict the reaction product. The product is: [Cl:22][C:19]1[CH:20]=[CH:21][C:16]([CH:2]2[C:3]([C:5]3[CH:6]=[CH:7][C:8]4[O:13][CH2:12][C:11](=[O:14])[NH:10][C:9]=4[CH:15]=3)=[N:23][C:24]3[CH:29]=[CH:28][CH:27]=[CH:26][C:25]=3[S:30]2)=[CH:17][CH:18]=1.